The task is: Predict the product of the given reaction.. This data is from Forward reaction prediction with 1.9M reactions from USPTO patents (1976-2016). (1) Given the reactants [C@@H:1]([NH:5][C:6]1[C:7]([C:20]2[CH:25]=[CH:24][C:23]([F:26])=[CH:22][CH:21]=2)=[N:8][C:9]2[C:14]([N:15]=1)=[CH:13][C:12]([C:16]([O:18]C)=[O:17])=[CH:11][CH:10]=2)([CH2:3][CH3:4])[CH3:2].[H-].[Na+].I[CH3:30], predict the reaction product. The product is: [C@@H:1]([N:5]([CH3:30])[C:6]1[C:7]([C:20]2[CH:25]=[CH:24][C:23]([F:26])=[CH:22][CH:21]=2)=[N:8][C:9]2[C:14]([N:15]=1)=[CH:13][C:12]([C:16]([OH:18])=[O:17])=[CH:11][CH:10]=2)([CH2:3][CH3:4])[CH3:2]. (2) Given the reactants [N:1]1[CH:6]=[CH:5][CH:4]=[C:3](B(O)O)[CH:2]=1.Br[C:11]1[CH:12]=[N:13][C:14]2[C:15]3[N:24]([CH2:25][CH:26]([CH3:28])[CH3:27])[C:23]([CH2:29][O:30][CH2:31][CH3:32])=[N:22][C:16]=3[C:17]([NH2:21])=[N:18][C:19]=2[CH:20]=1.C(O)CC.C(=O)([O-])[O-].[Na+].[Na+], predict the reaction product. The product is: [CH2:31]([O:30][CH2:29][C:23]1[N:24]([CH2:25][CH:26]([CH3:28])[CH3:27])[C:15]2[C:14]3[N:13]=[CH:12][C:11]([C:3]4[CH:2]=[N:1][CH:6]=[CH:5][CH:4]=4)=[CH:20][C:19]=3[N:18]=[C:17]([NH2:21])[C:16]=2[N:22]=1)[CH3:32]. (3) Given the reactants [F:1][C:2]1[CH:21]=[CH:20][C:5]([CH2:6][CH2:7][C:8]2[CH:17]=[CH:16][C:15]([O:18]C)=[CH:14][C:9]=2[C:10]([O:12]C)=[O:11])=[CH:4][CH:3]=1.Cl.N1C=CC=CC=1.Cl, predict the reaction product. The product is: [F:1][C:2]1[CH:21]=[CH:20][C:5]([CH2:6][CH2:7][C:8]2[CH:17]=[CH:16][C:15]([OH:18])=[CH:14][C:9]=2[C:10]([OH:12])=[O:11])=[CH:4][CH:3]=1. (4) Given the reactants [H-].[Na+].[Br:3][C:4]1[C:9]([OH:10])=[CH:8][CH:7]=[CH:6][N:5]=1.Br[CH:12]1[CH2:17][CH2:16][CH2:15][CH2:14][CH2:13]1.O, predict the reaction product. The product is: [Br:3][C:4]1[C:9]([O:10][CH:12]2[CH2:17][CH2:16][CH2:15][CH2:14][CH2:13]2)=[CH:8][CH:7]=[CH:6][N:5]=1.